This data is from Full USPTO retrosynthesis dataset with 1.9M reactions from patents (1976-2016). The task is: Predict the reactants needed to synthesize the given product. (1) The reactants are: [S:1]1[C:5]2[CH:6]=[CH:7][CH:8]=[CH:9][C:4]=2[CH:3]=[CH:2]1.O1CCC[CH2:11]1.C([Li])CCC.CI. Given the product [CH3:11][C:2]1[S:1][C:5]2[CH:6]=[CH:7][CH:8]=[CH:9][C:4]=2[CH:3]=1, predict the reactants needed to synthesize it. (2) Given the product [C:37]1([CH:26]([C:20]2[CH:21]=[CH:22][CH:23]=[CH:24][CH:25]=2)[N:27]2[CH:32]=[CH:31][CH:30]=[C:29]([C:33]([NH:1][C@@H:2]([CH2:10][C:11]3[C:19]4[C:14](=[CH:15][CH:16]=[CH:17][CH:18]=4)[NH:13][CH:12]=3)[C:3]([O:5][C:6]([CH3:7])([CH3:9])[CH3:8])=[O:4])=[O:34])[C:28]2=[O:36])[CH:38]=[CH:39][CH:40]=[CH:41][CH:42]=1, predict the reactants needed to synthesize it. The reactants are: [NH2:1][C@@H:2]([CH2:10][C:11]1[C:19]2[C:14](=[CH:15][CH:16]=[CH:17][CH:18]=2)[NH:13][CH:12]=1)[C:3]([O:5][C:6]([CH3:9])([CH3:8])[CH3:7])=[O:4].[C:20]1([CH:26]([C:37]2[CH:42]=[CH:41][CH:40]=[CH:39][CH:38]=2)[N:27]2[CH:32]=[CH:31][CH:30]=[C:29]([C:33](O)=[O:34])[C:28]2=[O:36])[CH:25]=[CH:24][CH:23]=[CH:22][CH:21]=1.C(N(C(C)C)CC)(C)C.CN(C(ON1N=NC2C=CC=CC1=2)=[N+](C)C)C.F[P-](F)(F)(F)(F)F. (3) Given the product [S:13]1[CH:17]=[CH:16][CH:15]=[C:14]1[S:18][C:2]1[CH:3]=[CH:4][C:5]2[C:6](=[O:12])[CH2:7][CH2:8][O:9][C:10]=2[CH:11]=1, predict the reactants needed to synthesize it. The reactants are: Br[C:2]1[CH:11]=[C:10]2[C:5]([C:6](=[O:12])[CH2:7][CH2:8][O:9]2)=[CH:4][CH:3]=1.[S:13]1[CH:17]=[CH:16][CH:15]=[C:14]1[SH:18].C(=O)([O-])[O-].[K+].[K+]. (4) Given the product [C:1]([C:3]1[CH:8]=[CH:7][C:6]([C:9]2[CH:10]=[N:11][N:12]([C:15]3[CH:23]=[CH:22][C:18]([C:19]([NH:56][C:52]4([CH2:51][O:50][CH3:49])[CH2:55][CH2:54][CH2:53]4)=[O:20])=[CH:17][N:16]=3)[C:13]=2[OH:14])=[CH:5][CH:4]=1)#[N:2], predict the reactants needed to synthesize it. The reactants are: [C:1]([C:3]1[CH:8]=[CH:7][C:6]([C:9]2[CH:10]=[N:11][N:12]([C:15]3[CH:23]=[CH:22][C:18]([C:19](O)=[O:20])=[CH:17][N:16]=3)[C:13]=2[OH:14])=[CH:5][CH:4]=1)#[N:2].CN(C(ON1N=NC2C=CC=NC1=2)=[N+](C)C)C.F[P-](F)(F)(F)(F)F.Cl.[CH3:49][O:50][CH2:51][C:52]1([NH2:56])[CH2:55][CH2:54][CH2:53]1.CCN(C(C)C)C(C)C. (5) The reactants are: Br[C:2]1[CH:3]=[C:4]2[C@@:15]3([CH2:20][CH2:19][O:18][C:17]([NH2:21])=[N:16]3)[C:14]3[CH:13]=[C:12](Cl)[N:11]=[C:10]([F:23])[C:9]=3[O:8][C:5]2=[CH:6][CH:7]=1.[F:24][C:25]1[C:30](B(O)O)=[CH:29][CH:28]=[CH:27][N:26]=1.[F:34][C:35]1[CH:40]=[C:39](B(O)O)[CH:38]=[CH:37][N:36]=1. Given the product [F:23][C:10]1[C:9]2[O:8][C:5]3[C:4]([C@@:15]4([CH2:20][CH2:19][O:18][C:17]([NH2:21])=[N:16]4)[C:14]=2[CH:13]=[C:12]([C:39]2[CH:38]=[CH:37][N:36]=[C:35]([F:34])[CH:40]=2)[N:11]=1)=[CH:3][C:2]([C:30]1[C:25]([F:24])=[N:26][CH:27]=[CH:28][CH:29]=1)=[CH:7][CH:6]=3, predict the reactants needed to synthesize it. (6) Given the product [ClH:36].[CH3:9][C:5]1[CH:6]=[CH:7][CH:8]=[C:3]([CH3:2])[C:4]=1[CH2:10][NH:11][C:12]1[C:13]2[N:14]([C:26]([CH2:30][OH:39])=[C:27]([CH3:29])[N:28]=2)[CH:15]=[C:16]([N:18]2[CH:23]=[CH:22][C:21]([CH3:24])=[CH:20][C:19]2=[O:25])[CH:17]=1, predict the reactants needed to synthesize it. The reactants are: [I-].[CH3:2][C:3]1[CH:8]=[CH:7][CH:6]=[C:5]([CH3:9])[C:4]=1[CH2:10][NH:11][C:12]1[C:13]2[N:14]([C:26]([CH2:30][N+](C)(C)C)=[C:27]([CH3:29])[N:28]=2)[CH:15]=[C:16]([N:18]2[CH:23]=[CH:22][C:21]([CH3:24])=[CH:20][C:19]2=[O:25])[CH:17]=1.O.[ClH:36].C([O:39]CC)C.